This data is from Reaction yield outcomes from USPTO patents with 853,638 reactions. The task is: Predict the reaction yield, written as a fraction of the theoretical maximum amount of product (1.0 means a 100% yield; for example, 0.34 means a 34% yield). (1) The reactants are BrCC1C=CC(F)=CC=1.Br[CH2:11][CH:12]1[CH2:14][CH2:13]1.[O:15]=[C:16]1[NH:20][N:19]=[CH:18][N:17]1[C:21]1[CH:22]=[C:23]([CH:28]=[CH:29][N:30]=1)[C:24]([O:26][CH3:27])=[O:25].C([O-])(=O)C1C=CN=CC=1. No catalyst specified. The product is [CH:14]1([CH2:13][N:20]2[C:16](=[O:15])[N:17]([C:21]3[CH:22]=[C:23]([CH:28]=[CH:29][N:30]=3)[C:24]([O:26][CH3:27])=[O:25])[CH:18]=[N:19]2)[CH2:12][CH2:11]1. The yield is 0.650. (2) The reactants are [CH2:1]([CH:4]([C:8]1[CH:13]=[CH:12][C:11]([OH:14])=[CH:10][CH:9]=1)[CH2:5][CH2:6][CH3:7])[CH2:2][CH3:3].Cl[CH2:16][C:17]1[CH:22]=[CH:21][C:20]([C:23]2[S:27][C:26]([CH:28]=[O:29])=[CH:25][CH:24]=2)=[CH:19][CH:18]=1.C(=O)([O-])[O-].[K+].[K+].[I-].[K+]. The catalyst is CN(C)C(=O)C.O.C(OCC)(=O)C. The product is [CH2:1]([CH:4]([C:8]1[CH:9]=[CH:10][C:11]([O:14][CH2:16][C:17]2[CH:22]=[CH:21][C:20]([C:23]3[S:27][C:26]([CH:28]=[O:29])=[CH:25][CH:24]=3)=[CH:19][CH:18]=2)=[CH:12][CH:13]=1)[CH2:5][CH2:6][CH3:7])[CH2:2][CH3:3]. The yield is 0.810. (3) The reactants are [C:1]([O:5][C:6]([C:8]1[C:9]([CH2:24][O:25][CH3:26])=[C:10]([C:14]([O:16][CH2:17][C:18]2[CH:23]=[CH:22][CH:21]=[CH:20][CH:19]=2)=[O:15])[S:11][C:12]=1[NH2:13])=[O:7])([CH3:4])([CH3:3])[CH3:2].Cl[C:28]([O:30][CH2:31][CH2:32][CH2:33][CH2:34][CH2:35][CH2:36][CH2:37][CH3:38])=[O:29]. The yield is 0.780. The product is [C:1]([O:5][C:6]([C:8]1[C:9]([CH2:24][O:25][CH3:26])=[C:10]([C:14]([O:16][CH2:17][C:18]2[CH:19]=[CH:20][CH:21]=[CH:22][CH:23]=2)=[O:15])[S:11][C:12]=1[NH:13][C:28]([O:30][CH2:31][CH2:32][CH2:33][CH2:34][CH2:35][CH2:36][CH2:37][CH3:38])=[O:29])=[O:7])([CH3:4])([CH3:3])[CH3:2]. The catalyst is N1C=CC=CC=1. (4) The reactants are Br[C:2]1[S:6][C:5]([NH:7][C:8]([NH:10][C:11]2[CH:16]=[CH:15][C:14]([CH3:17])=[CH:13][C:12]=2[C:18]([CH:20]2[CH2:24][CH2:23][CH2:22][CH2:21]2)=[O:19])=[O:9])=[N:4][CH:3]=1.[SH:25][C:26]1[N:30]([CH2:31][C:32]([OH:34])=[O:33])[N:29]=[N:28][N:27]=1. No catalyst specified. The product is [CH:20]1([C:18]([C:12]2[CH:13]=[C:14]([CH3:17])[CH:15]=[CH:16][C:11]=2[NH:10][C:8](=[O:9])[NH:7][C:5]2[S:6][C:2]([S:25][C:26]3[N:30]([CH2:31][C:32]([OH:34])=[O:33])[N:29]=[N:28][N:27]=3)=[CH:3][N:4]=2)=[O:19])[CH2:24][CH2:23][CH2:22][CH2:21]1. The yield is 0.280. (5) The reactants are [C:1]([N:8]1[CH2:13][CH2:12][CH:11]([C:14]2[CH:19]=[CH:18][C:17]([C:20](O)=[O:21])=[CH:16][CH:15]=2)[CH2:10][CH2:9]1)([O:3][C:4]([CH3:7])([CH3:6])[CH3:5])=[O:2]. The catalyst is C1COCC1. The product is [C:4]([O:3][C:1]([N:8]1[CH2:13][CH2:12][CH:11]([C:14]2[CH:15]=[CH:16][C:17]([CH2:20][OH:21])=[CH:18][CH:19]=2)[CH2:10][CH2:9]1)=[O:2])([CH3:7])([CH3:5])[CH3:6]. The yield is 0.930. (6) The reactants are [CH3:1][NH:2][CH3:3].[CH2:4]([O:8][CH2:9][CH:10]=[CH2:11])[CH:5]1[O:7][CH2:6]1. No catalyst specified. The product is [CH2:9]([O:8][CH2:4][CH:5]([OH:7])[CH2:6][N:2]([CH3:3])[CH3:1])[CH:10]=[CH2:11]. The yield is 0.980. (7) The reactants are Br[C:2]1[CH:27]=[CH:26][C:5]([O:6][CH2:7][CH2:8][CH2:9][O:10][C:11]2[CH:12]=[C:13]3[C:17](=[CH:18][CH:19]=2)[C@H:16]([CH2:20][C:21]([O:23][CH2:24][CH3:25])=[O:22])[CH2:15][CH2:14]3)=[C:4]([O:28][CH3:29])[CH:3]=1.[S:30]1[CH:34]=[CH:33][C:32](B(O)O)=[CH:31]1.C(Cl)Cl.C([O-])(O)=O.[Na+]. The catalyst is COCCOC.O.C1C=CC(P(C2C=CC=CC=2)[C-]2C=CC=C2)=CC=1.C1C=CC(P(C2C=CC=CC=2)[C-]2C=CC=C2)=CC=1.Cl[Pd]Cl.[Fe+2]. The product is [CH3:29][O:28][C:4]1[CH:3]=[C:2]([C:32]2[CH:33]=[CH:34][S:30][CH:31]=2)[CH:27]=[CH:26][C:5]=1[O:6][CH2:7][CH2:8][CH2:9][O:10][C:11]1[CH:12]=[C:13]2[C:17](=[CH:18][CH:19]=1)[C@H:16]([CH2:20][C:21]([O:23][CH2:24][CH3:25])=[O:22])[CH2:15][CH2:14]2. The yield is 0.590.